Dataset: Reaction yield outcomes from USPTO patents with 853,638 reactions. Task: Predict the reaction yield, written as a fraction of the theoretical maximum amount of product (1.0 means a 100% yield; for example, 0.34 means a 34% yield). The reactants are [CH2:1]([O:8][N:9]1[C:15](=[O:16])[N:14]2[CH2:17][C@H:10]1[C:11]([CH2:21][CH2:22][N+:23]([O-])=O)=[CH:12][C@H:13]2[C:18]([NH2:20])=[O:19])[C:2]1[CH:7]=[CH:6][CH:5]=[CH:4][CH:3]=1.[C:26]([OH:29])(=[O:28])C.CCN([CH:36]([CH3:38])[CH3:37])C(C)C.[CH2:39](O)C. The catalyst is C(Cl)Cl.[Zn]. The product is [CH2:1]([O:8][N:9]1[C:15](=[O:16])[N:14]2[CH2:17][C@H:10]1[C:11]([CH2:21][CH2:22][NH:23][C:26](=[O:28])[O:29][C:36]([CH3:38])([CH3:39])[CH3:37])=[CH:12][C@H:13]2[C:18](=[O:19])[NH2:20])[C:2]1[CH:7]=[CH:6][CH:5]=[CH:4][CH:3]=1. The yield is 0.610.